From a dataset of Forward reaction prediction with 1.9M reactions from USPTO patents (1976-2016). Predict the product of the given reaction. Given the reactants [N+:1]([C:4]1[C:9](=[O:10])[N:8]([CH2:11][C:12]([OH:14])=[O:13])[C:7]([C:15]2[CH:20]=[CH:19][CH:18]=[CH:17][CH:16]=2)=[N:6][CH:5]=1)([O-])=O.[H][H], predict the reaction product. The product is: [NH2:1][C:4]1[C:9](=[O:10])[N:8]([CH2:11][C:12]([OH:14])=[O:13])[C:7]([C:15]2[CH:20]=[CH:19][CH:18]=[CH:17][CH:16]=2)=[N:6][CH:5]=1.